This data is from CYP1A2 inhibition data for predicting drug metabolism from PubChem BioAssay. The task is: Regression/Classification. Given a drug SMILES string, predict its absorption, distribution, metabolism, or excretion properties. Task type varies by dataset: regression for continuous measurements (e.g., permeability, clearance, half-life) or binary classification for categorical outcomes (e.g., BBB penetration, CYP inhibition). Dataset: cyp1a2_veith. (1) The compound is NC(=O)NO. The result is 0 (non-inhibitor). (2) The drug is CC(C)CC(=O)Nc1ccccc1-c1nnn(CC(=O)N2CCc3ccccc3C2)n1. The result is 0 (non-inhibitor).